From a dataset of Full USPTO retrosynthesis dataset with 1.9M reactions from patents (1976-2016). Predict the reactants needed to synthesize the given product. (1) Given the product [O:20]=[C:17]([CH2:18][CH3:19])[C:16]([N:11]1[C:12]2[C:8](=[C:7]([NH:6][S:2]([CH3:1])(=[O:4])=[O:3])[CH:15]=[CH:14][CH:13]=2)[CH:9]=[N:10]1)([C:23]1[CH:28]=[CH:27][C:26]([C:29]([F:31])([F:32])[F:30])=[CH:25][CH:24]=1)[CH2:21][CH3:22], predict the reactants needed to synthesize it. The reactants are: [CH3:1][S:2](Cl)(=[O:4])=[O:3].[NH2:6][C:7]1[CH:15]=[CH:14][CH:13]=[C:12]2[C:8]=1[CH:9]=[N:10][N:11]2[C:16]([C:23]1[CH:28]=[CH:27][C:26]([C:29]([F:32])([F:31])[F:30])=[CH:25][CH:24]=1)([CH2:21][CH3:22])[C:17](=[O:20])[CH2:18][CH3:19].CN1CCOCC1. (2) Given the product [F:17][CH2:16][CH2:15][N:13]1[N:12]=[N:11][C:10]([CH2:9][CH2:8][NH2:7])=[N:14]1, predict the reactants needed to synthesize it. The reactants are: C(OC(=O)[NH:7][CH2:8][CH2:9][C:10]1[N:11]=[N:12][N:13]([CH2:15][CH2:16][F:17])[N:14]=1)(C)(C)C.Cl. (3) Given the product [Cl:2][C:3]1[CH:4]=[C:5]([C:10]2[N:27]([C:23]3[CH:22]=[N:21][CH:26]=[CH:25][CH:24]=3)[N:28]=[C:12]([C:13]([OH:15])=[O:14])[CH:11]=2)[CH:6]=[C:7]([F:9])[CH:8]=1, predict the reactants needed to synthesize it. The reactants are: [Li].[Cl:2][C:3]1[CH:4]=[C:5]([C:10]([O-])=[CH:11][C:12](=O)[C:13]([O:15]CC)=[O:14])[CH:6]=[C:7]([F:9])[CH:8]=1.Cl.[N:21]1[CH:26]=[CH:25][CH:24]=[C:23]([NH:27][NH2:28])[CH:22]=1.ClC1C=C(N2C(C3C=C(OC(F)(F)F)C=C(F)C=3)=CC(C(O)=O)=N2)C=CC=1F. (4) Given the product [NH2:12][C:7]1[C:6]2[N:13]=[C:14]([CH2:16][CH2:17][CH3:18])[S:15][C:5]=2[C:4]2[CH:3]=[C:2]([C:25]3[CH:26]=[C:21]([CH2:20][OH:19])[CH:22]=[CH:23][CH:24]=3)[CH:11]=[CH:10][C:9]=2[N:8]=1, predict the reactants needed to synthesize it. The reactants are: Br[C:2]1[CH:11]=[CH:10][C:9]2[N:8]=[C:7]([NH2:12])[C:6]3[N:13]=[C:14]([CH2:16][CH2:17][CH3:18])[S:15][C:5]=3[C:4]=2[CH:3]=1.[OH:19][CH2:20][C:21]1[CH:22]=[C:23](B(O)O)[CH:24]=[CH:25][CH:26]=1. (5) The reactants are: Cl.[F:2][C:3]1[CH:4]=[C:5]([NH:12]N)[CH:6]=[C:7]([F:11])[C:8]=1[O:9][CH3:10].[C:14]([OH:21])(=[O:20])[CH2:15][CH2:16][C:17]([CH3:19])=O.[CH2:22](O)[CH3:23]. Given the product [F:2][C:3]1[C:8]([O:9][CH3:10])=[C:7]([F:11])[CH:6]=[C:5]2[C:4]=1[C:16]([CH2:15][C:14]([O:21][CH2:22][CH3:23])=[O:20])=[C:17]([CH3:19])[NH:12]2, predict the reactants needed to synthesize it. (6) Given the product [CH3:1][C:2]1[N:3]([CH2:18][C:19]2[N:20]=[C:21]([C:24]3[CH:29]=[CH:28][CH:27]=[C:26]([C:30]([F:33])([F:31])[F:32])[CH:25]=3)[O:22][CH:23]=2)[C:4]2[C:9]([CH:10]=1)=[C:8]([C:11]([F:12])([F:14])[F:13])[C:7]([C:15]#[N:16])=[CH:6][CH:5]=2, predict the reactants needed to synthesize it. The reactants are: [CH3:1][C:2]1[NH:3][C:4]2[C:9]([CH:10]=1)=[C:8]([C:11]([F:14])([F:13])[F:12])[C:7]([C:15]#[N:16])=[CH:6][CH:5]=2.Cl[CH2:18][C:19]1[N:20]=[C:21]([C:24]2[CH:29]=[CH:28][CH:27]=[C:26]([C:30]([F:33])([F:32])[F:31])[CH:25]=2)[O:22][CH:23]=1. (7) Given the product [NH:11]([C:2]1[CH:7]=[C:6]([CH3:8])[NH:5][C:4](=[O:9])[CH:3]=1)[NH2:12], predict the reactants needed to synthesize it. The reactants are: O[C:2]1[CH:7]=[C:6]([CH3:8])[NH:5][C:4](=[O:9])[CH:3]=1.O.[NH2:11][NH2:12].